From a dataset of Catalyst prediction with 721,799 reactions and 888 catalyst types from USPTO. Predict which catalyst facilitates the given reaction. (1) Product: [Br:1][C:2]1[CH:10]=[C:9]2[C:5]([CH:6]=[C:7]([CH2:11][OH:12])[NH:8]2)=[CH:4][CH:3]=1. Reactant: [Br:1][C:2]1[CH:10]=[C:9]2[C:5]([CH:6]=[C:7]([C:11](O)=[O:12])[NH:8]2)=[CH:4][CH:3]=1.[H-].[Al+3].[Li+].[H-].[H-].[H-]. The catalyst class is: 1. (2) Reactant: [CH2:1]([C:3]1[C:19]([O:20][CH2:21][O:22][CH3:23])=[CH:18][C:17]2[CH2:16][CH2:15][CH:14]3[CH:6]([CH2:7][CH2:8][C:9]4([CH3:25])[CH:13]3[CH2:12][CH2:11][CH:10]4[OH:24])[C:5]=2[CH:4]=1)[CH3:2].[H-].[Na+].[CH3:28][O:29][CH2:30][CH2:31]Br.[Cl-].[NH4+]. Product: [CH2:1]([C:3]1[C:19]([O:20][CH2:21][O:22][CH3:23])=[CH:18][C:17]2[CH2:16][CH2:15][CH:14]3[CH:6]([CH2:7][CH2:8][C:9]4([CH3:25])[CH:13]3[CH2:12][CH2:11][CH:10]4[O:24][CH2:31][CH2:30][O:29][CH3:28])[C:5]=2[CH:4]=1)[CH3:2]. The catalyst class is: 802.